Task: Predict the reactants needed to synthesize the given product.. Dataset: Full USPTO retrosynthesis dataset with 1.9M reactions from patents (1976-2016) Given the product [C:2]([C:7]1[O:11][C:10]([CH2:12][N:13]2[N:17]=[C:16]([NH:18][C:32]([C:28]3[N:29]=[CH:30][O:31][C:27]=3[C:23]3[CH:24]=[CH:25][CH:26]=[C:21]([O:20][CH3:19])[CH:22]=3)=[O:33])[CH:15]=[N:14]2)=[CH:9][CH:8]=1)(=[O:6])[CH3:1], predict the reactants needed to synthesize it. The reactants are: [CH3:1][C:2]1([C:7]2[O:11][C:10]([CH2:12][N:13]3[N:17]=[C:16]([NH2:18])[CH:15]=[N:14]3)=[CH:9][CH:8]=2)[O:6]CCO1.[CH3:19][O:20][C:21]1[CH:22]=[C:23]([C:27]2[O:31][CH:30]=[N:29][C:28]=2[C:32](O)=[O:33])[CH:24]=[CH:25][CH:26]=1.